This data is from Catalyst prediction with 721,799 reactions and 888 catalyst types from USPTO. The task is: Predict which catalyst facilitates the given reaction. (1) Reactant: [CH3:1][O:2][C:3](=[O:18])[C:4]1[CH:9]=[C:8]([N+:10]([O-:12])=[O:11])[C:7]([C:13]([F:16])([F:15])[F:14])=[CH:6][C:5]=1[NH2:17].[C:19](Cl)(Cl)=[O:20]. Product: [CH3:1][O:2][C:3](=[O:18])[C:4]1[CH:9]=[C:8]([N+:10]([O-:12])=[O:11])[C:7]([C:13]([F:16])([F:15])[F:14])=[CH:6][C:5]=1[N:17]=[C:19]=[O:20]. The catalyst class is: 11. (2) Reactant: [C:1]([O:4][C@H:5]1[C@H:10]([O:11][C:12](=[O:14])[CH3:13])[C@@H:9]([O:15][C:16](=[O:18])[CH3:17])[C@H:8]([C:19]2[CH:24]=[CH:23][C:22]([Cl:25])=[C:21]([CH2:26][C:27]3[CH:32]=[CH:31][C:30]([CH2:33][CH3:34])=[CH:29][CH:28]=3)[CH:20]=2)[O:7][C@@H:6]1[CH2:35][O:36][C:37](=[O:39])[CH3:38])(=[O:3])[CH3:2].[Cr]([O-])([O-])(=O)=[O:41].[K+].[K+]. Product: [C:1]([O:4][C@H:5]1[C@H:10]([O:11][C:12](=[O:14])[CH3:13])[C@@H:9]([O:15][C:16](=[O:18])[CH3:17])[C@H:8]([C:19]2[CH:24]=[CH:23][C:22]([Cl:25])=[C:21]([CH2:26][C:27]3[CH:28]=[CH:29][C:30]([C:33](=[O:41])[CH3:34])=[CH:31][CH:32]=3)[CH:20]=2)[O:7][C@@H:6]1[CH2:35][O:36][C:37](=[O:39])[CH3:38])(=[O:3])[CH3:2]. The catalyst class is: 15. (3) Reactant: [C:1]1([CH2:7][C:8](P(=O)(OC)OC)=[O:9])[CH:6]=[CH:5][CH:4]=[CH:3][CH:2]=1.[CH2:16]([NH2:23])[C:17]1[CH:22]=[CH:21][CH:20]=[CH:19][CH:18]=1.IC1C=C(CC(O)(P(=O)(OC)OC)P(=O)(OC)OC)C=CC=1.CC1C=CC(S(O)(=O)=O)=CC=1. Product: [CH2:16]([NH:23][C:8](=[O:9])[CH2:7][C:1]1[CH:6]=[CH:5][CH:4]=[CH:3][CH:2]=1)[C:17]1[CH:22]=[CH:21][CH:20]=[CH:19][CH:18]=1. The catalyst class is: 22. (4) Reactant: [Br:1][C:2]1[C:3]([C:14](=[S:16])[NH2:15])=[CH:4][C:5]([NH:8][C:9]([NH:11][CH2:12][CH3:13])=[O:10])=[N:6][CH:7]=1.Br[CH2:18][C:19](=O)[CH2:20][CH:21]([CH3:23])[CH3:22]. Product: [Br:1][C:2]1[C:3]([C:14]2[S:16][CH:18]=[C:19]([CH2:20][CH:21]([CH3:23])[CH3:22])[N:15]=2)=[CH:4][C:5]([NH:8][C:9]([NH:11][CH2:12][CH3:13])=[O:10])=[N:6][CH:7]=1. The catalyst class is: 14. (5) Reactant: [C:1]([CH2:3][C:4]([OH:6])=O)#[N:2].[O:7]=[S:8]1(=[O:18])[CH:12]=[CH:11][C:10]2[CH:13]=[CH:14][C:15]([NH2:17])=[CH:16][C:9]1=2.CCN(C(C)C)C(C)C.CN(C(ON1N=NC2C=CC=CC1=2)=[N+](C)C)C.F[P-](F)(F)(F)(F)F. Product: [C:1]([CH2:3][C:4]([NH:17][C:15]1[CH:14]=[CH:13][C:10]2[CH:11]=[CH:12][S:8](=[O:18])(=[O:7])[C:9]=2[CH:16]=1)=[O:6])#[N:2]. The catalyst class is: 2. (6) Reactant: C([O:3][C:4]([C:6]1[CH:7]=[N:8][NH:9][C:10]=1[CH3:11])=[O:5])C.[OH-].[Na+]. Product: [CH3:11][C:10]1[NH:9][N:8]=[CH:7][C:6]=1[C:4]([OH:5])=[O:3]. The catalyst class is: 14. (7) The catalyst class is: 12. Product: [CH3:39][N:40]1[C:44]2[CH:45]=[CH:46][CH:47]=[CH:48][C:43]=2[N:42]=[C:41]1[CH2:49][O:19][C:16]1[CH:15]=[CH:14][C:13]([C:4]2[C:5]([C:7]3[CH:12]=[CH:11][N:51]=[CH:38][CH:33]=3)=[CH:6][N:2]([CH3:1])[N:3]=2)=[CH:18][CH:17]=1. Reactant: [CH3:1][N:2]1[CH:6]=[C:5]([C:7]2[CH:12]=[CH:11]C=CN=2)[C:4]([C:13]2[CH:18]=[CH:17][C:16]([OH:19])=[CH:15][CH:14]=2)=[N:3]1.C1(P([C:33]2[CH:38]=CC=CC=2)C2C=CC=CC=2)C=CC=CC=1.[CH3:39][N:40]1[C:44]2[CH:45]=[CH:46][CH:47]=[CH:48][C:43]=2[N:42]=[C:41]1[CH2:49]O.[N:51](C(OC(C)(C)C)=O)=NC(OC(C)(C)C)=O.[OH-].[Na+].